This data is from Full USPTO retrosynthesis dataset with 1.9M reactions from patents (1976-2016). The task is: Predict the reactants needed to synthesize the given product. (1) Given the product [C:1]1([C:11]2[C:20]3[C:15](=[CH:16][CH:17]=[CH:18][CH:19]=3)[CH:14]=[CH:13][C:12]=2[C:21]([OH:23])=[O:22])[CH:6]=[CH:5][CH:4]=[CH:3][CH:2]=1, predict the reactants needed to synthesize it. The reactants are: [C:1]1([Mg]Br)[CH:6]=[CH:5][CH:4]=[CH:3][CH:2]=1.CO[C:11]1[C:20]2[C:15](=[CH:16][CH:17]=[CH:18][CH:19]=2)[CH:14]=[CH:13][C:12]=1[C:21]([OH:23])=[O:22].O.Cl. (2) Given the product [O:20]=[C:19]1[C:18]2([CH2:21][CH2:22][NH:23][CH2:24][CH2:25]2)[N:17]([C:33]2[CH:34]=[CH:35][CH:36]=[CH:37][CH:38]=2)[CH2:16][N:15]1[CH2:14][C:13]1[CH:12]=[C:11]([CH:41]=[CH:40][CH:39]=1)[C:9]([O:8][CH2:1][C:2]1[CH:7]=[CH:6][CH:5]=[CH:4][CH:3]=1)=[O:10], predict the reactants needed to synthesize it. The reactants are: [CH2:1]([O:8][C:9]([C:11]1[CH:12]=[C:13]([CH:39]=[CH:40][CH:41]=1)[CH2:14][N:15]1[C:19](=[O:20])[C:18]2([CH2:25][CH2:24][N:23](C(OC(C)(C)C)=O)[CH2:22][CH2:21]2)[N:17]([C:33]2[CH:38]=[CH:37][CH:36]=[CH:35][CH:34]=2)[CH2:16]1)=[O:10])[C:2]1[CH:7]=[CH:6][CH:5]=[CH:4][CH:3]=1.Cl.